From a dataset of Reaction yield outcomes from USPTO patents with 853,638 reactions. Predict the reaction yield, written as a fraction of the theoretical maximum amount of product (1.0 means a 100% yield; for example, 0.34 means a 34% yield). (1) The reactants are [CH:1]([C:3]1[CH:11]=[CH:10][C:6]([C:7](Cl)=[O:8])=[CH:5][CH:4]=1)=[CH2:2].[F:12][C:13]([F:20])([S:16]([O-:19])(=[O:18])=[O:17])[CH2:14][OH:15].[C:21]1([S+:27]([C:34]2[CH:39]=[CH:38][CH:37]=[CH:36][CH:35]=2)[C:28]2[CH:33]=[CH:32][CH:31]=[CH:30][CH:29]=2)[CH:26]=[CH:25][CH:24]=[CH:23][CH:22]=1.C(N(CC)CC)C.Cl. The catalyst is C(Cl)Cl. The product is [F:12][C:13]([F:20])([S:16]([O-:19])(=[O:18])=[O:17])[CH2:14][O:15][C:7](=[O:8])[C:6]1[CH:10]=[CH:11][C:3]([CH:1]=[CH2:2])=[CH:4][CH:5]=1.[C:34]1([S+:27]([C:21]2[CH:22]=[CH:23][CH:24]=[CH:25][CH:26]=2)[C:28]2[CH:33]=[CH:32][CH:31]=[CH:30][CH:29]=2)[CH:35]=[CH:36][CH:37]=[CH:38][CH:39]=1. The yield is 0.860. (2) The reactants are [O:1]([C:8]1[CH:21]=[CH:20][CH:19]=[CH:18][C:9]=1[NH:10][C:11](OC(C)(C)C)=O)[C:2]1[CH:7]=[CH:6][CH:5]=[CH:4][CH:3]=1.[Li]. The catalyst is O1CCCC1. The product is [CH3:11][NH:10][C:9]1[CH:18]=[CH:19][CH:20]=[CH:21][C:8]=1[O:1][C:2]1[CH:7]=[CH:6][CH:5]=[CH:4][CH:3]=1. The yield is 0.940. (3) The reactants are [C:1]([O:5][C:6]([N:8]1[C:16]2[C:11](=[CH:12][C:13](Br)=[CH:14][CH:15]=2)[CH2:10][CH2:9]1)=[O:7])([CH3:4])([CH3:3])[CH3:2].C(N(C(C)C)CC)(C)C.C1(P(C2C=CC=CC=2)C2C3OC4C(=CC=CC=4P(C4C=CC=CC=4)C4C=CC=CC=4)C(C)(C)C=3C=CC=2)C=CC=CC=1.[SH:69][CH2:70][CH2:71][OH:72]. The catalyst is O1CCOCC1.C1C=CC(/C=C/C(/C=C/C2C=CC=CC=2)=O)=CC=1.C1C=CC(/C=C/C(/C=C/C2C=CC=CC=2)=O)=CC=1.C1C=CC(/C=C/C(/C=C/C2C=CC=CC=2)=O)=CC=1.[Pd].[Pd]. The product is [OH:72][CH2:71][CH2:70][S:69][C:13]1[CH:12]=[C:11]2[C:16](=[CH:15][CH:14]=1)[N:8]([C:6]([O:5][C:1]([CH3:4])([CH3:3])[CH3:2])=[O:7])[CH2:9][CH2:10]2. The yield is 0.970.